Dataset: Full USPTO retrosynthesis dataset with 1.9M reactions from patents (1976-2016). Task: Predict the reactants needed to synthesize the given product. (1) Given the product [NH2:33][C:29]1[CH:28]=[C:27]([C:19]2[C:18]([C:16]3[CH:15]=[CH:14][N:13]=[C:12]([NH:11][C:7]4[CH:8]=[CH:9][CH:10]=[C:5]([O:4][CH2:3][CH2:2][N:40]5[CH2:44][CH2:43][CH2:42][CH2:41]5)[CH:6]=4)[N:17]=3)=[C:22]3[CH:23]=[CH:24][CH:25]=[CH:26][N:21]3[N:20]=2)[CH:32]=[CH:31][CH:30]=1, predict the reactants needed to synthesize it. The reactants are: Cl[CH2:2][CH2:3][O:4][C:5]1[CH:6]=[C:7]([NH:11][C:12]2[N:17]=[C:16]([C:18]3[C:19]([C:27]4[CH:28]=[C:29]([NH:33]C(=O)C(F)(F)F)[CH:30]=[CH:31][CH:32]=4)=[N:20][N:21]4[CH:26]=[CH:25][CH:24]=[CH:23][C:22]=34)[CH:15]=[CH:14][N:13]=2)[CH:8]=[CH:9][CH:10]=1.[NH:40]1[CH2:44][CH2:43][CH2:42][CH2:41]1. (2) Given the product [F:11][C:12]1[CH:13]=[C:14]([CH:41]=[C:42]([F:44])[CH:43]=1)[CH2:15][C@H:16]([NH:33][C:34](=[O:40])[CH3:1])[C@H:17]([OH:32])[CH2:18][NH:19][C:20]1([CH3:31])[C:29]2[C:24](=[CH:25][CH:26]=[C:27]([I:30])[CH:28]=2)[O:23][CH2:22][CH2:21]1, predict the reactants needed to synthesize it. The reactants are: [C:1](O)(C(F)(F)F)=O.C(Cl)Cl.[F:11][C:12]1[CH:13]=[C:14]([CH:41]=[C:42]([F:44])[CH:43]=1)[CH2:15][C@H:16]([NH:33][C:34](=[O:40])OC(C)(C)C)[C@H:17]([OH:32])[CH2:18][NH:19][C:20]1([CH3:31])[C:29]2[C:24](=[CH:25][CH:26]=[C:27]([I:30])[CH:28]=2)[O:23][CH2:22][CH2:21]1.CCN(CC)CC.C(C1NC=CN=1)(=O)C. (3) Given the product [CH3:9][N:8]([CH3:10])[CH2:7][CH2:6][O:5][C:4]1[CH:11]=[CH:12][C:13]([N+:14]([O-:16])=[O:15])=[C:2]([O:23][C:17]2[CH:22]=[CH:21][CH:20]=[CH:19][CH:18]=2)[CH:3]=1, predict the reactants needed to synthesize it. The reactants are: F[C:2]1[CH:3]=[C:4]([CH:11]=[CH:12][C:13]=1[N+:14]([O-:16])=[O:15])[O:5][CH2:6][CH2:7][N:8]([CH3:10])[CH3:9].[C:17]1([OH:23])[CH:22]=[CH:21][CH:20]=[CH:19][CH:18]=1.C(=O)([O-])[O-].[K+].[K+]. (4) Given the product [F:1][C:2]([F:36])([F:35])[C:3]1[CH:4]=[C:5]([C:13]([CH3:34])([CH3:33])[C:14]([N:16]([C:18]2[CH:19]=[N:20][C:21]([N:45]3[CH2:44][CH2:43][N:39]4[CH2:40][CH2:41][NH:42][C:37](=[O:47])[CH:38]4[CH2:46]3)=[CH:22][C:23]=2[C:24]2[CH:29]=[CH:28][C:27]([F:30])=[CH:26][C:25]=2[CH3:31])[CH3:17])=[O:15])[CH:6]=[C:7]([C:9]([F:12])([F:11])[F:10])[CH:8]=1, predict the reactants needed to synthesize it. The reactants are: [F:1][C:2]([F:36])([F:35])[C:3]1[CH:4]=[C:5]([C:13]([CH3:34])([CH3:33])[C:14]([N:16]([C:18]2[CH:19]=[N:20][C:21](Cl)=[CH:22][C:23]=2[C:24]2[CH:29]=[CH:28][C:27]([F:30])=[CH:26][C:25]=2[CH3:31])[CH3:17])=[O:15])[CH:6]=[C:7]([C:9]([F:12])([F:11])[F:10])[CH:8]=1.[C:37]1(=[O:47])[NH:42][CH2:41][CH2:40][N:39]2[CH2:43][CH2:44][NH:45][CH2:46][CH:38]12.C(=O)([O-])[O-].[K+].[K+]. (5) Given the product [C:24]([C:21]1[N:22]=[CH:23][C:18]([O:17][C:13]2[CH:14]=[C:15]([CH3:16])[C:7]3[CH:6]([CH2:5][C:4]([OH:27])=[O:3])[O:10][B:9]([OH:11])[C:8]=3[CH:12]=2)=[N:19][CH:20]=1)(=[NH:25])[NH2:26], predict the reactants needed to synthesize it. The reactants are: C([O:3][C:4](=[O:27])[CH2:5][CH:6]1[O:10][B:9]([OH:11])[C:8]2[CH:12]=[C:13]([O:17][C:18]3[CH:23]=[N:22][C:21]([C:24](=[NH:26])[NH2:25])=[CH:20][N:19]=3)[CH:14]=[C:15]([CH3:16])[C:7]1=2)C.O.[OH-].[Li+].Cl.